This data is from NCI-60 drug combinations with 297,098 pairs across 59 cell lines. The task is: Regression. Given two drug SMILES strings and cell line genomic features, predict the synergy score measuring deviation from expected non-interaction effect. (1) Drug 1: CC12CCC3C(C1CCC2O)C(CC4=C3C=CC(=C4)O)CCCCCCCCCS(=O)CCCC(C(F)(F)F)(F)F. Drug 2: CC12CCC3C(C1CCC2OP(=O)(O)O)CCC4=C3C=CC(=C4)OC(=O)N(CCCl)CCCl.[Na+]. Cell line: UACC62. Synergy scores: CSS=14.6, Synergy_ZIP=0.0786, Synergy_Bliss=3.61, Synergy_Loewe=3.46, Synergy_HSA=3.33. (2) Drug 1: CNC(=O)C1=CC=CC=C1SC2=CC3=C(C=C2)C(=NN3)C=CC4=CC=CC=N4. Drug 2: C1=NNC2=C1C(=O)NC=N2. Cell line: CCRF-CEM. Synergy scores: CSS=33.1, Synergy_ZIP=-1.45, Synergy_Bliss=-1.69, Synergy_Loewe=-3.95, Synergy_HSA=-0.916. (3) Drug 2: CC(C)CN1C=NC2=C1C3=CC=CC=C3N=C2N. Drug 1: C1CN1C2=NC(=NC(=N2)N3CC3)N4CC4. Cell line: SNB-19. Synergy scores: CSS=41.0, Synergy_ZIP=-1.84, Synergy_Bliss=-2.15, Synergy_Loewe=-1.60, Synergy_HSA=-1.38. (4) Drug 1: C1=CC(=CC=C1CCC2=CNC3=C2C(=O)NC(=N3)N)C(=O)NC(CCC(=O)O)C(=O)O. Drug 2: C1CCC(CC1)NC(=O)N(CCCl)N=O. Cell line: HOP-62. Synergy scores: CSS=26.4, Synergy_ZIP=-8.23, Synergy_Bliss=-3.09, Synergy_Loewe=-35.5, Synergy_HSA=-3.28. (5) Drug 1: CN(C)C1=NC(=NC(=N1)N(C)C)N(C)C. Drug 2: C(CCl)NC(=O)N(CCCl)N=O. Cell line: UACC62. Synergy scores: CSS=0.706, Synergy_ZIP=-0.353, Synergy_Bliss=-0.667, Synergy_Loewe=-5.73, Synergy_HSA=-2.38. (6) Drug 1: C1CCC(CC1)NC(=O)N(CCCl)N=O. Drug 2: CN(CC1=CN=C2C(=N1)C(=NC(=N2)N)N)C3=CC=C(C=C3)C(=O)NC(CCC(=O)O)C(=O)O. Cell line: SK-OV-3. Synergy scores: CSS=20.5, Synergy_ZIP=-4.38, Synergy_Bliss=-0.921, Synergy_Loewe=-19.0, Synergy_HSA=-0.202. (7) Drug 1: CCC1(CC2CC(C3=C(CCN(C2)C1)C4=CC=CC=C4N3)(C5=C(C=C6C(=C5)C78CCN9C7C(C=CC9)(C(C(C8N6C=O)(C(=O)OC)O)OC(=O)C)CC)OC)C(=O)OC)O.OS(=O)(=O)O. Drug 2: CC1CCCC2(C(O2)CC(NC(=O)CC(C(C(=O)C(C1O)C)(C)C)O)C(=CC3=CSC(=N3)C)C)C. Cell line: UO-31. Synergy scores: CSS=22.4, Synergy_ZIP=5.80, Synergy_Bliss=1.87, Synergy_Loewe=-9.70, Synergy_HSA=-10.6.